This data is from Peptide-MHC class I binding affinity with 185,985 pairs from IEDB/IMGT. The task is: Regression. Given a peptide amino acid sequence and an MHC pseudo amino acid sequence, predict their binding affinity value. This is MHC class I binding data. (1) The peptide sequence is FRFEVKKRD. The MHC is HLA-A24:02 with pseudo-sequence HLA-A24:02. The binding affinity (normalized) is 0.0870. (2) The peptide sequence is CTDPYSQMV. The MHC is HLA-B15:17 with pseudo-sequence HLA-B15:17. The binding affinity (normalized) is 0.350. (3) The MHC is HLA-A01:01 with pseudo-sequence HLA-A01:01. The binding affinity (normalized) is 0. The peptide sequence is IFWRNTNPI. (4) The peptide sequence is FVIREPFI. The MHC is H-2-Kb with pseudo-sequence H-2-Kb. The binding affinity (normalized) is 0.118.